Dataset: Forward reaction prediction with 1.9M reactions from USPTO patents (1976-2016). Task: Predict the product of the given reaction. (1) Given the reactants [CH3:1][C:2](=[CH:4][CH2:5][CH2:6]/[C:7](=[CH:9]/[CH2:10]O)/[CH3:8])[CH3:3].[C:12]1([OH:24])[CH:23]=[C:17]([CH2:18][CH2:19][CH2:20][CH2:21][CH3:22])[CH:16]=[C:14]([OH:15])[CH:13]=1, predict the reaction product. The product is: [CH3:8]/[C:7](/[CH2:6][CH2:5][CH:4]=[C:2]([CH3:3])[CH3:1])=[CH:9]\[CH2:10][C:13]1[C:12]([OH:24])=[CH:23][C:17]([CH2:18][CH2:19][CH2:20][CH2:21][CH3:22])=[CH:16][C:14]=1[OH:15]. (2) Given the reactants [O:1]1[CH:5]=[CH:4][CH:3]=[CH:2]1.[C:6]([O:10][CH2:11][CH3:12])(=[O:9])[CH:7]=[CH2:8], predict the reaction product. The product is: [CH2:11]([O:10][C:6]([CH:7]1[CH2:8][CH:2]2[O:1][CH:5]1[CH:4]=[CH:3]2)=[O:9])[CH3:12].